Dataset: Reaction yield outcomes from USPTO patents with 853,638 reactions. Task: Predict the reaction yield, written as a fraction of the theoretical maximum amount of product (1.0 means a 100% yield; for example, 0.34 means a 34% yield). (1) The reactants are [O:1]=[C:2]1[NH:7][C:6]2[CH:8]=[C:9]([CH2:12][N:13]3[CH2:18][CH2:17][N:16]([C:19]4[CH:27]=[CH:26][C:22]([C:23](O)=[O:24])=[CH:21][N:20]=4)[CH2:15][CH2:14]3)[CH:10]=[N:11][C:5]=2[N:4]2[CH2:28][CH2:29][CH2:30][CH2:31][C@@H:3]12.C([N:34]([CH:38]([CH3:40])[CH3:39])C(C)C)C.C1(N)CC1. The catalyst is CN(C=O)C. The product is [CH:38]1([NH:34][C:23](=[O:24])[C:22]2[CH:26]=[CH:27][C:19]([N:16]3[CH2:15][CH2:14][N:13]([CH2:12][C:9]4[CH:10]=[N:11][C:5]5[N:4]6[CH2:28][CH2:29][CH2:30][CH2:31][C@H:3]6[C:2](=[O:1])[NH:7][C:6]=5[CH:8]=4)[CH2:18][CH2:17]3)=[N:20][CH:21]=2)[CH2:40][CH2:39]1. The yield is 0.500. (2) The reactants are C[O:2][C:3](=[O:22])[CH:4]([C:12]1[CH:17]=[CH:16][C:15]([S:18]([CH3:21])(=[O:20])=[O:19])=[CH:14][CH:13]=1)[CH2:5][CH:6]1[CH2:11][CH2:10][CH2:9][CH2:8][CH2:7]1.[OH-].[Na+]. The catalyst is C(O)C. The product is [CH:6]1([CH2:5][CH:4]([C:12]2[CH:17]=[CH:16][C:15]([S:18]([CH3:21])(=[O:20])=[O:19])=[CH:14][CH:13]=2)[C:3]([OH:22])=[O:2])[CH2:11][CH2:10][CH2:9][CH2:8][CH2:7]1. The yield is 0.600. (3) The reactants are C(O)(=O)C.C(O)(=O)C.IC1C=CC=CC=1.[Cl:16][C:17]1[N:22]=[C:21]([N:23]2[CH2:28][CH2:27][O:26][CH2:25][C@H:24]2[CH3:29])[CH:20]=[C:19]([C:30]2([S:36]([CH3:38])=[O:37])[CH2:35][CH2:34][O:33][CH2:32][CH2:31]2)[N:18]=1.[O-2].[Mg+2].[F:41][C:42]([F:47])([F:46])[C:43]([NH2:45])=[O:44]. The catalyst is C(Cl)Cl.CC([O-])=O.CC([O-])=O.CC([O-])=O.CC([O-])=O.[Rh+2].[Rh+2]. The product is [Cl:16][C:17]1[N:18]=[C:19]([C:30]2([S:36]([CH3:38])(=[O:37])=[N:45][C:43](=[O:44])[C:42]([F:47])([F:46])[F:41])[CH2:31][CH2:32][O:33][CH2:34][CH2:35]2)[CH:20]=[C:21]([N:23]2[CH2:28][CH2:27][O:26][CH2:25][C@H:24]2[CH3:29])[N:22]=1. The yield is 0.880. (4) The reactants are Br[C:2]1[C:3]2[C:4]3[CH:18]=[CH:17][S:16][C:5]=3[C:6](=[O:15])[NH:7][C:8]=2[C:9]([CH3:14])=[CH:10][C:11]=1[O:12][CH3:13].[F:19][C:20]1[CH:25]=[C:24](B2OC(C)(C)C(C)(C)O2)[CH:23]=[CH:22][C:21]=1[C:35]([CH3:46])([CH3:45])[CH2:36][NH:37][C:38](=[O:44])[O:39][C:40]([CH3:43])([CH3:42])[CH3:41]. No catalyst specified. The product is [F:19][C:20]1[CH:25]=[C:24]([C:2]2[C:3]3[C:4]4[CH:18]=[CH:17][S:16][C:5]=4[C:6](=[O:15])[NH:7][C:8]=3[C:9]([CH3:14])=[CH:10][C:11]=2[O:12][CH3:13])[CH:23]=[CH:22][C:21]=1[C:35]([CH3:46])([CH3:45])[CH2:36][NH:37][C:38](=[O:44])[O:39][C:40]([CH3:42])([CH3:41])[CH3:43]. The yield is 0.560.